This data is from Full USPTO retrosynthesis dataset with 1.9M reactions from patents (1976-2016). The task is: Predict the reactants needed to synthesize the given product. (1) Given the product [O:21]=[C:19]([CH3:20])[CH2:18][CH:9]1[CH2:10][CH2:11][CH2:12][CH2:13][CH2:14][CH2:15][C:8]1=[O:16], predict the reactants needed to synthesize it. The reactants are: [H-].[Na+].CN(C=O)C.[C:8]1(=[O:16])[CH2:15][CH2:14][CH2:13][CH2:12][CH2:11][CH2:10][CH2:9]1.Cl[CH2:18][C:19]([O:21]COC)=[CH2:20]. (2) Given the product [CH3:29][O:30][C:31](=[O:41])[C@H:32]([CH2:34][C:35]1[CH:40]=[CH:39][CH:38]=[CH:37][CH:36]=1)[NH:33][C:11](=[O:27])[C@H:12]([CH3:26])[NH:13][C:14](=[O:25])[CH2:15][C:16]1[CH:21]=[CH:20][CH:19]=[C:18]([N+:22]([O-:24])=[O:23])[CH:17]=1, predict the reactants needed to synthesize it. The reactants are: ClC1C=C(Cl)C(Cl)=CC=1O[C:11](=[O:27])[C@H:12]([CH3:26])[NH:13][C:14](=[O:25])[CH2:15][C:16]1[CH:21]=[CH:20][CH:19]=[C:18]([N+:22]([O-:24])=[O:23])[CH:17]=1.Cl.[CH3:29][O:30][C:31](=[O:41])[C@H:32]([CH2:34][C:35]1[CH:40]=[CH:39][CH:38]=[CH:37][CH:36]=1)[NH2:33]. (3) Given the product [CH3:14][O:13][C:4]1[C:5]2[N:6]([C:8]([CH3:12])=[C:9]([CH3:11])[N:10]=2)[N:7]=[C:2]([C:16]#[C:15][C:17]2[N:21]([CH3:22])[N:20]=[C:19]([N:23]3[CH2:27][CH2:26][CH2:25][CH2:24]3)[N:18]=2)[CH:3]=1, predict the reactants needed to synthesize it. The reactants are: Cl[C:2]1[CH:3]=[C:4]([O:13][CH3:14])[C:5]2[N:6]([C:8]([CH3:12])=[C:9]([CH3:11])[N:10]=2)[N:7]=1.[C:15]([C:17]1[N:21]([CH3:22])[N:20]=[C:19]([N:23]2[CH2:27][CH2:26][CH2:25][CH2:24]2)[N:18]=1)#[CH:16].C(N(CC)CC)C. (4) Given the product [S:1]1[C:5]([C:6]2[CH:7]=[C:8]([B:20]3[O:24][C:23]([CH3:26])([CH3:25])[C:22]([CH3:28])([CH3:27])[O:21]3)[CH:9]=[C:10]3[C:14]=2[NH:13][N:12]=[CH:11]3)=[CH:4][C:3]2[CH:16]=[CH:17][CH:18]=[CH:19][C:2]1=2, predict the reactants needed to synthesize it. The reactants are: [S:1]1[C:5]([C:6]2[CH:7]=[C:8](Br)[CH:9]=[C:10]3[C:14]=2[NH:13][N:12]=[CH:11]3)=[CH:4][C:3]2[CH:16]=[CH:17][CH:18]=[CH:19][C:2]1=2.[B:20]1([B:20]2[O:24][C:23]([CH3:26])([CH3:25])[C:22]([CH3:28])([CH3:27])[O:21]2)[O:24][C:23]([CH3:26])([CH3:25])[C:22]([CH3:28])([CH3:27])[O:21]1.CC([O-])=O.[K+]. (5) The reactants are: [Cl:1][C:2]1[CH:3]=[C:4]2[C:8](=[CH:9][CH:10]=1)[NH:7][C:6]([C:11]([OH:13])=O)=[CH:5]2.[NH2:14][C@@H:15]1[CH2:23][C:22]2[C:17](=[CH:18][CH:19]=[CH:20][CH:21]=2)[C@@H:16]1[CH2:24][NH:25][C:26](=[O:32])[O:27][C:28]([CH3:31])([CH3:30])[CH3:29].CCN(C(C)C)C(C)C.C1C=CC2N(O)N=NC=2C=1.CCN=C=NCCCN(C)C. Given the product [Cl:1][C:2]1[CH:3]=[C:4]2[C:8](=[CH:9][CH:10]=1)[NH:7][C:6]([C:11]([NH:14][C@@H:15]1[CH2:23][C:22]3[C:17](=[CH:18][CH:19]=[CH:20][CH:21]=3)[C@@H:16]1[CH2:24][NH:25][C:26](=[O:32])[O:27][C:28]([CH3:30])([CH3:29])[CH3:31])=[O:13])=[CH:5]2, predict the reactants needed to synthesize it. (6) Given the product [F:1][C:2]1([F:19])[CH2:7][CH2:6][C:5]([C:8]([O:10][CH2:11][C:12]2[CH:13]=[CH:14][CH:15]=[CH:16][CH:17]=2)=[O:9])=[CH:4][CH2:3]1, predict the reactants needed to synthesize it. The reactants are: [F:1][C:2]1([F:19])[CH2:7][CH2:6][C:5](O)([C:8]([O:10][CH2:11][C:12]2[CH:17]=[CH:16][CH:15]=[CH:14][CH:13]=2)=[O:9])[CH2:4][CH2:3]1.P(Cl)(Cl)(Cl)=O.[Cl-].[NH4+]. (7) Given the product [C:29]([NH:28][C:24]1[CH:23]=[C:22]([N:15]([CH2:16][CH:17]2[CH2:21][CH2:20][CH2:19][CH2:18]2)[C:13](=[O:14])[NH:12][C:10]2[S:11][C:7]([S:6][CH2:5][C:4]([OH:32])=[O:3])=[CH:8][N:9]=2)[CH:27]=[CH:26][CH:25]=1)(=[O:31])[CH3:30], predict the reactants needed to synthesize it. The reactants are: C([O:3][C:4](=[O:32])[CH2:5][S:6][C:7]1[S:11][C:10]([NH:12][C:13]([N:15]([C:22]2[CH:27]=[CH:26][CH:25]=[C:24]([NH:28][C:29](=[O:31])[CH3:30])[CH:23]=2)[CH2:16][CH:17]2[CH2:21][CH2:20][CH2:19][CH2:18]2)=[O:14])=[N:9][CH:8]=1)C.C1(CN(C2C=CC(F)=C(F)C=2)C(=O)NC2SC=C(CC(O)=O)N=2)CCCC1.NC1C=C(NC(=O)C)C=CC=1.C1(C=O)CCCC1.C(OC(=O)CSC1SC(N)=NC=1)C. (8) Given the product [Cl:47][C:44]1[CH:45]=[CH:46][C:41]([CH:17]([C:14]2[CH:13]=[CH:12][C:11]([Cl:10])=[CH:16][CH:15]=2)[C:18]2[CH:19]=[C:20]3[C:25](=[CH:26][CH:27]=2)[N:24]=[C:23]([O:1][CH2:2][CH2:3][O:4][CH2:5][CH2:6][OH:7])[N:22]=[C:21]3[NH:29][CH2:30][C:31]2[CH:36]=[CH:35][CH:34]=[C:33]([C:37]([F:40])([F:39])[F:38])[CH:32]=2)=[CH:42][CH:43]=1, predict the reactants needed to synthesize it. The reactants are: [OH:1][CH2:2][CH2:3][O:4][CH2:5][CH2:6][OH:7].[H-].[Na+].[Cl:10][C:11]1[CH:16]=[CH:15][C:14]([CH:17]([C:41]2[CH:46]=[CH:45][C:44]([Cl:47])=[CH:43][CH:42]=2)[C:18]2[CH:19]=[C:20]3[C:25](=[CH:26][CH:27]=2)[N:24]=[C:23](Cl)[N:22]=[C:21]3[NH:29][CH2:30][C:31]2[CH:36]=[CH:35][CH:34]=[C:33]([C:37]([F:40])([F:39])[F:38])[CH:32]=2)=[CH:13][CH:12]=1. (9) The reactants are: [CH2:1]([O:3][C:4]([C:6]1[O:7][C:8]2[CH:15]=[CH:14][CH:13]=[C:12]([CH:16]([OH:19])[CH2:17][OH:18])[C:9]=2[C:10]=1[CH3:11])=[O:5])[CH3:2].[C:20]1(C)[CH:25]=CC(S(O)(=O)=O)=C[CH:21]=1.C(=O)(O)[O-].[Na+]. Given the product [CH2:1]([O:3][C:4]([C:6]1[O:7][C:8]2[CH:15]=[CH:14][CH:13]=[C:12]([CH:16]3[CH2:17][O:18][C:20]([CH3:25])([CH3:21])[O:19]3)[C:9]=2[C:10]=1[CH3:11])=[O:5])[CH3:2], predict the reactants needed to synthesize it. (10) Given the product [NH2:21][CH2:20][C:18]1[S:19][C:15]([C:12]2[CH:13]=[CH:14][C:9]([C@@H:7]([OH:8])[C@H:6]([NH:5][C:3](=[O:4])[CH:2]([Cl:1])[Cl:31])[CH2:29][F:30])=[CH:10][CH:11]=2)=[CH:16][N:17]=1, predict the reactants needed to synthesize it. The reactants are: [Cl:1][CH:2]([Cl:31])[C:3]([NH:5][C@H:6]([CH2:29][F:30])[C@@H:7]([C:9]1[CH:14]=[CH:13][C:12]([C:15]2[S:19][C:18]([CH2:20][NH:21]C(=O)OC(C)(C)C)=[N:17][CH:16]=2)=[CH:11][CH:10]=1)[OH:8])=[O:4].FC(F)(F)C(O)=O.